Predict the reaction yield, written as a fraction of the theoretical maximum amount of product (1.0 means a 100% yield; for example, 0.34 means a 34% yield). From a dataset of Reaction yield outcomes from USPTO patents with 853,638 reactions. The reactants are FC(F)(F)C(O)=O.[N:8]1([C@H:14]2[CH2:17][C@H:16]([O:18][C:19]3[CH:24]=[CH:23][C:22]([C:25]4[S:26][C:27]5[CH2:28][N:29](C(OC(C)(C)C)=O)[CH2:30][CH2:31][C:32]=5[N:33]=4)=[CH:21][CH:20]=3)[CH2:15]2)[CH2:13][CH2:12][CH2:11][CH2:10][CH2:9]1. The catalyst is ClCCl. The product is [N:8]1([C@H:14]2[CH2:15][C@H:16]([O:18][C:19]3[CH:20]=[CH:21][C:22]([C:25]4[S:26][C:27]5[CH2:28][NH:29][CH2:30][CH2:31][C:32]=5[N:33]=4)=[CH:23][CH:24]=3)[CH2:17]2)[CH2:13][CH2:12][CH2:11][CH2:10][CH2:9]1. The yield is 0.830.